Dataset: Catalyst prediction with 721,799 reactions and 888 catalyst types from USPTO. Task: Predict which catalyst facilitates the given reaction. (1) The catalyst class is: 286. Reactant: P(Cl)(Cl)(Cl)(Cl)[Cl:2].[CH3:7][C:8]1([CH3:22])[NH:13][C:12](=O)[C:11]2[CH:15]=[CH:16][C:17]([N+:19]([O-:21])=[O:20])=[CH:18][C:10]=2[O:9]1. Product: [Cl:2][C:12]1[C:11]2[CH:15]=[CH:16][C:17]([N+:19]([O-:21])=[O:20])=[CH:18][C:10]=2[O:9][C:8]([CH3:22])([CH3:7])[N:13]=1. (2) Reactant: Cl[CH2:2][C:3]1[N:4]=[C:5]([C:9]2[CH:14]=[CH:13][CH:12]=[CH:11][CH:10]=2)[O:6][C:7]=1[CH3:8].[OH:15][C:16]1[CH:21]=[C:20]([OH:22])[CH:19]=[CH:18][C:17]=1[C:23]([C:25]1[CH:30]=[CH:29][CH:28]=[CH:27][CH:26]=1)=[O:24].C(=O)([O-])[O-].[K+].[K+]. Product: [C:23]([C:17]1[CH:18]=[CH:19][C:20]([O:22][CH2:2][C:3]2[N:4]=[C:5]([C:9]3[CH:14]=[CH:13][CH:12]=[CH:11][CH:10]=3)[O:6][C:7]=2[CH3:8])=[CH:21][C:16]=1[OH:15])(=[O:24])[C:25]1[CH:26]=[CH:27][CH:28]=[CH:29][CH:30]=1. The catalyst class is: 21. (3) Reactant: Cl[C:2]1[CH:3]=[CH:4][C:5]2[C:6]([N:18]=1)=[N:7][C:8]([C:12]1[CH:17]=[CH:16][CH:15]=[CH:14][CH:13]=1)=[C:9]([OH:11])[N:10]=2.[NH2:19][NH2:20].O1CCOCC1. Product: [NH:19]([C:2]1[CH:3]=[CH:4][C:5]2[C:6]([N:18]=1)=[N:7][C:8]([C:12]1[CH:17]=[CH:16][CH:15]=[CH:14][CH:13]=1)=[C:9]([OH:11])[N:10]=2)[NH2:20]. The catalyst class is: 13. (4) Reactant: [F:1][C:2]1[C:3]([O:26][CH3:27])=[C:4]([C@@H:8]2[CH2:10][C@H:9]2[NH:11][CH2:12][CH:13]2[CH2:18][CH2:17][N:16](C(OC(C)(C)C)=O)[CH2:15][CH2:14]2)[CH:5]=[CH:6][CH:7]=1.[ClH:28]. Product: [ClH:28].[F:1][C:2]1[C:3]([O:26][CH3:27])=[C:4]([C@@H:8]2[CH2:10][C@H:9]2[NH:11][CH2:12][CH:13]2[CH2:14][CH2:15][NH:16][CH2:17][CH2:18]2)[CH:5]=[CH:6][CH:7]=1. The catalyst class is: 12. (5) Reactant: [CH:1]([C:3]1[CH:4]=[C:5]([CH:21]=[CH:22][CH:23]=1)[C:6]([N:8]1[CH2:13][CH2:12][N:11]([C:14](OC(C)(C)C)=O)[CH2:10][CH2:9]1)=[O:7])=[O:2].[C:24](O)([C:26](F)(F)F)=[O:25].C1OC1C. Product: [OH:25][CH:24]([CH3:26])[CH2:14][N:11]1[CH2:10][CH2:9][N:8]([C:6]([C:5]2[CH:4]=[C:3]([CH:23]=[CH:22][CH:21]=2)[CH:1]=[O:2])=[O:7])[CH2:13][CH2:12]1. The catalyst class is: 2.